From a dataset of Forward reaction prediction with 1.9M reactions from USPTO patents (1976-2016). Predict the product of the given reaction. (1) Given the reactants [CH3:1][O:2][C:3]1[CH:4]=[C:5]([C:11]2[C:12]([CH3:33])([CH3:32])[C:13](=[O:31])[N:14]([CH:16]3[CH2:21][CH2:20][N:19]([C:22]([C:24]4[CH:29]=[CH:28][CH:27]=[CH:26][C:25]=4[OH:30])=[O:23])[CH2:18][CH2:17]3)[N:15]=2)[CH:6]=[CH:7][C:8]=1[O:9][CH3:10].C(=O)([O-])[O-].[K+].[K+].I[CH:41]1[CH2:45][CH2:44][CH2:43][CH2:42]1, predict the reaction product. The product is: [CH:41]1([O:30][C:25]2[CH:26]=[CH:27][CH:28]=[CH:29][C:24]=2[C:22]([N:19]2[CH2:20][CH2:21][CH:16]([N:14]3[C:13](=[O:31])[C:12]([CH3:33])([CH3:32])[C:11]([C:5]4[CH:6]=[CH:7][C:8]([O:9][CH3:10])=[C:3]([O:2][CH3:1])[CH:4]=4)=[N:15]3)[CH2:17][CH2:18]2)=[O:23])[CH2:45][CH2:44][CH2:43][CH2:42]1. (2) Given the reactants [CH3:1][O:2][C:3]1[C:23]([O:24][CH2:25][CH2:26][CH3:27])=[CH:22][C:6]2[C:7]3[N:12]([CH:13]([CH3:15])[CH2:14][C:5]=2[CH:4]=1)[CH:11]=[C:10]([C:16]([O:18]CC)=[O:17])[C:9](=[O:21])[CH:8]=3.[OH-].[Na+].Cl, predict the reaction product. The product is: [CH3:1][O:2][C:3]1[C:23]([O:24][CH2:25][CH2:26][CH3:27])=[CH:22][C:6]2[C:7]3[N:12]([CH:13]([CH3:15])[CH2:14][C:5]=2[CH:4]=1)[CH:11]=[C:10]([C:16]([OH:18])=[O:17])[C:9](=[O:21])[CH:8]=3. (3) The product is: [F:22][C:23]1[CH:24]=[CH:25][C:26]([NH:29][NH:30][C:7]([C@:3]2([CH2:10][O:11][Si:12]([CH:13]([CH3:14])[CH3:15])([CH:16]([CH3:17])[CH3:18])[CH:19]([CH3:20])[CH3:21])[CH2:4][CH2:5][CH2:6][N:2]2[CH3:1])=[O:9])=[N:27][CH:28]=1. Given the reactants [CH3:1][N:2]1[CH2:6][CH2:5][CH2:4][C@@:3]1([CH2:10][O:11][Si:12]([CH:19]([CH3:21])[CH3:20])([CH:16]([CH3:18])[CH3:17])[CH:13]([CH3:15])[CH3:14])[C:7]([OH:9])=O.[F:22][C:23]1[CH:24]=[CH:25][C:26]([NH:29][NH2:30])=[N:27][CH:28]=1.CCN(C(C)C)C(C)C.CN(C(ON1N=NC2C=CC=NC1=2)=[N+](C)C)C.F[P-](F)(F)(F)(F)F, predict the reaction product. (4) Given the reactants [C:1]([NH:4][C@@H:5]1[CH2:10][C@H:9]([N:11]([CH:13]([CH3:15])[CH3:14])[CH3:12])[CH2:8][CH2:7][C@@H:6]1[N:16]1[CH2:20][CH2:19][C@H:18]([NH:21]C(=O)OCC2C=CC=CC=2)[C:17]1=[O:32])(=[O:3])[CH3:2], predict the reaction product. The product is: [NH2:21][C@H:18]1[CH2:19][CH2:20][N:16]([C@H:6]2[CH2:7][CH2:8][C@@H:9]([N:11]([CH:13]([CH3:15])[CH3:14])[CH3:12])[CH2:10][C@H:5]2[NH:4][C:1](=[O:3])[CH3:2])[C:17]1=[O:32]. (5) Given the reactants [F:1][C:2]1[CH:10]=[C:9]2[C:5]([C:6]([CH2:12][NH:13][CH2:14][CH2:15]O)=[CH:7][N:8]2[CH3:11])=[CH:4][C:3]=1[C:17]([F:20])([F:19])[F:18].Cl.[CH3:22][C:23]1[N:24]=[CH:25][N:26]([C:28]2[C:33](=[O:34])[NH:32][C:31]([C:35]([OH:37])=O)=[CH:30][CH:29]=2)[CH:27]=1.C(N(CC)C(C)C)(C)C.F[P-](F)(F)(F)(F)F.N1(OC(N(C)C)=[N+](C)C)C2N=CC=CC=2N=N1, predict the reaction product. The product is: [F:1][C:2]1[CH:10]=[C:9]2[C:5]([C:6]([CH2:12][N:13]3[CH2:14][CH2:15][N:32]4[C:33](=[O:34])[C:28]([N:26]5[CH:27]=[C:23]([CH3:22])[N:24]=[CH:25]5)=[CH:29][CH:30]=[C:31]4[C:35]3=[O:37])=[CH:7][N:8]2[CH3:11])=[CH:4][C:3]=1[C:17]([F:20])([F:18])[F:19].